This data is from Full USPTO retrosynthesis dataset with 1.9M reactions from patents (1976-2016). The task is: Predict the reactants needed to synthesize the given product. (1) Given the product [CH3:1][O:2][C:3]([C:5]1[S:6][C:7]([C:12](=[O:14])[NH:68][CH2:67][C:62]2[CH:63]=[CH:64][CH:65]=[C:66]3[C:61]=2[CH:60]=[N:59][NH:58]3)=[CH:8][C:9]=1[C:10]#[N:11])=[O:4], predict the reactants needed to synthesize it. The reactants are: [CH3:1][O:2][C:3]([C:5]1[S:6][C:7]([C:12]([OH:14])=O)=[CH:8][C:9]=1[C:10]#[N:11])=[O:4].C(N(CC)CC)C.CN(C(ON1N=NC2C=CC=CC1=2)=[N+](C)C)C.F[P-](F)(F)(F)(F)F.C1C=CC2N(O)N=NC=2C=1.Cl.Cl.[NH:58]1[C:66]2[C:61](=[C:62]([CH2:67][NH2:68])[CH:63]=[CH:64][CH:65]=2)[CH:60]=[N:59]1. (2) Given the product [S:27]([C:17]([S:27]([C:24]1[CH:25]=[CH:26][C:21]([CH3:31])=[CH:22][CH:23]=1)(=[O:29])=[O:28])([CH2:16][CH2:15][NH:14][CH2:13][CH2:12][CH2:11][CH2:10][NH:9][CH2:8][CH2:7][CH2:6][NH2:5])[N:18]([S:27]([C:24]1[CH:25]=[CH:26][C:21]([CH3:31])=[CH:22][CH:23]=1)(=[O:29])=[O:28])[S:27]([C:24]1[CH:25]=[CH:26][C:21]([CH3:31])=[CH:22][CH:23]=1)(=[O:28])=[O:19])([C:24]1[CH:25]=[CH:26][C:21]([CH3:31])=[CH:22][CH:23]=1)(=[O:29])=[O:28], predict the reactants needed to synthesize it. The reactants are: Cl.Cl.Cl.Cl.[NH2:5][CH2:6][CH2:7][CH2:8][NH:9][CH2:10][CH2:11][CH2:12][CH2:13][NH:14][CH2:15][CH2:16][CH2:17][NH2:18].[OH-:19].[Na+].[C:21]1([CH3:31])[CH:26]=[CH:25][C:24]([S:27](Cl)(=[O:29])=[O:28])=[CH:23][CH:22]=1. (3) Given the product [CH3:16][N:17]([CH3:19])/[CH:18]=[CH:2]/[C:1]([C:4]1[CH:13]=[CH:12][C:7]([C:8]([O:10][CH3:11])=[O:9])=[CH:6][CH:5]=1)=[O:3], predict the reactants needed to synthesize it. The reactants are: [C:1]([C:4]1[CH:13]=[CH:12][C:7]([C:8]([O:10][CH3:11])=[O:9])=[CH:6][CH:5]=1)(=[O:3])[CH3:2].CO[CH:16](OC)[N:17]([CH3:19])[CH3:18]. (4) Given the product [CH2:24]([NH:23][C:21]([C:20]1[CH:26]=[CH:27][C:17]([N:14]2[C:2]([C:9]3[S:10][CH:11]=[CH:12][CH:13]=3)=[C:3]([C:4]([OH:6])=[O:5])[N:16]=[N:15]2)=[CH:18][CH:19]=1)=[O:22])[CH3:25], predict the reactants needed to synthesize it. The reactants are: O=[C:2]([C:9]1[S:10][CH:11]=[CH:12][CH:13]=1)[CH2:3][C:4]([O:6]CC)=[O:5].[N:14]([C:17]1[CH:27]=[CH:26][C:20]([C:21]([NH:23][CH2:24][CH3:25])=[O:22])=[CH:19][CH:18]=1)=[N+:15]=[N-:16].[O-]CC.[Na+].O.